This data is from Catalyst prediction with 721,799 reactions and 888 catalyst types from USPTO. The task is: Predict which catalyst facilitates the given reaction. Reactant: [Br-].[O:2]1[CH2:6][CH2:5][O:4][CH:3]1[CH2:7][CH2:8][P+](C1C=CC=CC=1)(C1C=CC=CC=1)C1C=CC=CC=1.[H-].[Na+].[F:30][C:31]1[CH:32]=[CH:33][C:34]([O:39][CH3:40])=[C:35]([CH:38]=1)[CH:36]=O.[Cl-].[NH4+]. Product: [F:30][C:31]1[CH:32]=[CH:33][C:34]([O:39][CH3:40])=[C:35]([CH:36]=[CH:8][CH:7]2[O:2][CH2:6][CH2:5][O:4][CH2:3]2)[CH:38]=1. The catalyst class is: 1.